This data is from Orexin1 receptor HTS with 218,158 compounds and 233 confirmed actives. The task is: Binary Classification. Given a drug SMILES string, predict its activity (active/inactive) in a high-throughput screening assay against a specified biological target. (1) The molecule is s1cc(nc1NC(=O)Cn1c(=O)c2c(nc1)cccc2)C(C)(C)C. The result is 0 (inactive). (2) The drug is S=C(NCC=C)N\N=C\c1cc([N+]([O-])=O)c(cc1)C. The result is 0 (inactive). (3) The molecule is S1C(CC(=O)Nc2ccc(OC)cc2)C(=O)N=C1NCc1c(OC)cccc1. The result is 0 (inactive). (4) The result is 0 (inactive). The compound is S=C(N1CCOCC1)c1c(n(c(c1)C)c1ccc(F)cc1)C.